This data is from Peptide-MHC class II binding affinity with 134,281 pairs from IEDB. The task is: Regression. Given a peptide amino acid sequence and an MHC pseudo amino acid sequence, predict their binding affinity value. This is MHC class II binding data. The peptide sequence is EKKYFWATQFEPLAA. The MHC is HLA-DPA10301-DPB10402 with pseudo-sequence HLA-DPA10301-DPB10402. The binding affinity (normalized) is 0.902.